From a dataset of Full USPTO retrosynthesis dataset with 1.9M reactions from patents (1976-2016). Predict the reactants needed to synthesize the given product. (1) The reactants are: Br[C:2]1[N:7]=[CH:6][C:5]([C:8]([N:10]2[CH2:15][CH2:14][N:13]([C:16]3[C:21]([CH3:22])=[CH:20][C:19]([CH3:23])=[CH:18][N:17]=3)[CH2:12][CH2:11]2)=[O:9])=[C:4]([CH3:24])[CH:3]=1.[CH3:25][N:26]1[CH2:30][CH2:29][NH:28][C:27]1=[O:31]. Given the product [CH3:22][C:21]1[C:16]([N:13]2[CH2:14][CH2:15][N:10]([C:8]([C:5]3[C:4]([CH3:24])=[CH:3][C:2]([N:28]4[CH2:29][CH2:30][N:26]([CH3:25])[C:27]4=[O:31])=[N:7][CH:6]=3)=[O:9])[CH2:11][CH2:12]2)=[N:17][CH:18]=[C:19]([CH3:23])[CH:20]=1, predict the reactants needed to synthesize it. (2) The reactants are: [NH2:1][C:2]1[N:7]([CH3:8])[C:6](=[O:9])[C:5]([CH3:11])([CH3:10])[C@:4]([C:13]2[CH:18]=[C:17]([NH2:19])[CH:16]=[CH:15][C:14]=2[F:20])([CH3:12])[N:3]=1.[O:21]1[CH:25]=[CH:24][C:23]([CH:26]=O)=[N:22]1.[B][B][B][B][B][B][B][B][B][B]. Given the product [NH2:1][C:2]1[N:7]([CH3:8])[C:6](=[O:9])[C:5]([CH3:10])([CH3:11])[C@:4]([C:13]2[CH:18]=[C:17]([NH:19][CH2:26][C:23]3[CH:24]=[CH:25][O:21][N:22]=3)[CH:16]=[CH:15][C:14]=2[F:20])([CH3:12])[N:3]=1, predict the reactants needed to synthesize it. (3) Given the product [Cl:19][CH2:18][CH2:17][CH2:16][C:11]([CH3:13])([CH3:12])[C:10]#[N:14], predict the reactants needed to synthesize it. The reactants are: C(N)(C)C.[Li]CCCC.[C:10](#[N:14])[CH:11]([CH3:13])[CH3:12].Br[CH2:16][CH2:17][CH2:18][Cl:19]. (4) Given the product [CH:1]1([CH2:4][O:5][C:6]2[CH:7]=[C:8](/[C:9](/[O:10][C:33](=[O:34])[C:32]3[CH:36]=[CH:37][C:38]([O:39][CH3:40])=[C:30]([O:29][CH3:28])[CH:31]=3)=[CH:26]/[C:25]3[C:24]([Cl:27])=[CH:23][N:22]=[CH:21][C:20]=3[Cl:19])[CH:12]=[CH:13][C:14]=2[O:15][CH:16]([F:18])[F:17])[CH2:3][CH2:2]1, predict the reactants needed to synthesize it. The reactants are: [CH:1]1([CH2:4][O:5][C:6]2[CH:7]=[C:8]([CH:12]=[CH:13][C:14]=2[O:15][CH:16]([F:18])[F:17])[C:9](Cl)=[O:10])[CH2:3][CH2:2]1.[Cl:19][C:20]1[CH:21]=[N:22][CH:23]=[C:24]([Cl:27])[C:25]=1[CH3:26].[CH3:28][O:29][C:30]1[CH:31]=[C:32]([CH:36]=[CH:37][C:38]=1[O:39][CH3:40])[C:33](Cl)=[O:34]. (5) Given the product [O:1]1[C:5]2[CH:6]=[CH:7][C:8]([C:10]3[C:11]([O:30][CH2:31][CH2:32][O:33][C:34]4[N:39]=[CH:38][C:37]([Cl:40])=[CH:36][N:35]=4)=[N:12][N:13]([CH3:29])[C:14]=3[NH:15][S:16]([C:19]3[CH:20]=[CH:21][C:22]([C:25]([CH3:28])([CH3:27])[CH2:26][OH:42])=[CH:23][CH:24]=3)(=[O:18])=[O:17])=[CH:9][C:4]=2[O:3][CH2:2]1, predict the reactants needed to synthesize it. The reactants are: [O:1]1[C:5]2[CH:6]=[CH:7][C:8]([C:10]3[C:11]([O:30][CH2:31][CH2:32][O:33][C:34]4[N:39]=[CH:38][C:37]([Cl:40])=[CH:36][N:35]=4)=[N:12][N:13]([CH3:29])[C:14]=3[NH:15][S:16]([C:19]3[CH:24]=[CH:23][C:22]([C:25]([CH3:28])([CH3:27])[CH3:26])=[CH:21][CH:20]=3)(=[O:18])=[O:17])=[CH:9][C:4]=2[O:3][CH2:2]1.C[OH:42].